Dataset: Full USPTO retrosynthesis dataset with 1.9M reactions from patents (1976-2016). Task: Predict the reactants needed to synthesize the given product. (1) The reactants are: [F:1][C:2]([F:17])([F:16])[C:3]1[CH:4]=[C:5]([CH:9]=[C:10]([C:12]([F:15])([F:14])[F:13])[CH:11]=1)[C:6](Cl)=[O:7].[Cl:18][C:19]1[N:24]=[CH:23][C:22]([NH:25][CH3:26])=[C:21]([C:27]2[CH:32]=[CH:31][CH:30]=[CH:29][C:28]=2[CH3:33])[CH:20]=1.CCN(C(C)C)C(C)C. Given the product [Cl:18][C:19]1[N:24]=[CH:23][C:22]([N:25]([CH3:26])[C:6](=[O:7])[C:5]2[CH:4]=[C:3]([C:2]([F:17])([F:16])[F:1])[CH:11]=[C:10]([C:12]([F:15])([F:14])[F:13])[CH:9]=2)=[C:21]([C:27]2[CH:32]=[CH:31][CH:30]=[CH:29][C:28]=2[CH3:33])[CH:20]=1, predict the reactants needed to synthesize it. (2) The reactants are: Cl[C:2]1[N:3]=[N:4][C:5]([C:8]2[CH:17]=[CH:16][C:11]([C:12]([O:14][CH3:15])=[O:13])=[CH:10][CH:9]=2)=[CH:6][N:7]=1.O.[NH2:19][NH2:20]. Given the product [NH:19]([C:2]1[N:3]=[N:4][C:5]([C:8]2[CH:17]=[CH:16][C:11]([C:12]([O:14][CH3:15])=[O:13])=[CH:10][CH:9]=2)=[CH:6][N:7]=1)[NH2:20], predict the reactants needed to synthesize it. (3) Given the product [Br:10][C:8]1[CH:7]=[CH:6][C:3]([C:4]2[NH:13][N:12]=[N:11][N:5]=2)=[C:2]([F:1])[CH:9]=1, predict the reactants needed to synthesize it. The reactants are: [F:1][C:2]1[CH:9]=[C:8]([Br:10])[CH:7]=[CH:6][C:3]=1[C:4]#[N:5].[N-:11]=[N+:12]=[N-:13].[Na+].CCOC(C)=O.O. (4) The reactants are: [CH3:1][O:2][C:3](=[O:13])[CH2:4][CH2:5][CH2:6][C:7]1[S:8][C:9]([NH2:12])=[CH:10][CH:11]=1.C([O:16][CH:17]=[C:18]([C:24]#[N:25])[C:19](OCC)=O)C. Given the product [C:24]([C:18]1[C:17](=[O:16])[C:10]2[CH:11]=[C:7]([CH2:6][CH2:5][CH2:4][C:3]([O:2][CH3:1])=[O:13])[S:8][C:9]=2[NH:12][CH:19]=1)#[N:25], predict the reactants needed to synthesize it. (5) The reactants are: Cl[C:2]1[N:7]=[C:6]([C:8]2[S:12][C:11]([CH:13]3[CH2:18][CH2:17][O:16][CH2:15][CH2:14]3)=[N:10][C:9]=2[C:19]2[CH:20]=[CH:21][C:22]([F:37])=[C:23]([NH:25][S:26]([C:29]3[CH:34]=[C:33]([F:35])[CH:32]=[CH:31][C:30]=3[F:36])(=[O:28])=[O:27])[CH:24]=2)[CH:5]=[CH:4][N:3]=1.[CH2:38]([NH2:42])[CH:39]([CH3:41])[CH3:40]. Given the product [F:36][C:30]1[CH:31]=[CH:32][C:33]([F:35])=[CH:34][C:29]=1[S:26]([NH:25][C:23]1[CH:24]=[C:19]([C:9]2[N:10]=[C:11]([CH:13]3[CH2:18][CH2:17][O:16][CH2:15][CH2:14]3)[S:12][C:8]=2[C:6]2[CH:5]=[CH:4][N:3]=[C:2]([NH:42][CH2:38][CH:39]([CH3:41])[CH3:40])[N:7]=2)[CH:20]=[CH:21][C:22]=1[F:37])(=[O:28])=[O:27], predict the reactants needed to synthesize it. (6) The reactants are: [NH2:1][C:2]1[CH:3]=[C:4]([C:8]2[S:12][C:11]([C:13]3[CH:14]=[C:15]4[C:19](=[CH:20][CH:21]=3)[C:18](=[O:22])[N:17]([CH3:23])[CH2:16]4)=[CH:10][CH:9]=2)[CH:5]=[N:6][CH:7]=1.[F:24][C:25]1[CH:33]=[C:32]([F:34])[CH:31]=[CH:30][C:26]=1[C:27](Cl)=[O:28]. Given the product [F:24][C:25]1[CH:33]=[C:32]([F:34])[CH:31]=[CH:30][C:26]=1[C:27]([NH:1][C:2]1[CH:7]=[N:6][CH:5]=[C:4]([C:8]2[S:12][C:11]([C:13]3[CH:14]=[C:15]4[C:19](=[CH:20][CH:21]=3)[C:18](=[O:22])[N:17]([CH3:23])[CH2:16]4)=[CH:10][CH:9]=2)[CH:3]=1)=[O:28], predict the reactants needed to synthesize it. (7) Given the product [CH3:11][O:10][CH2:15][C:2]1[S:3][C:4]([N+:7]([O-:9])=[O:8])=[CH:5][CH:6]=1, predict the reactants needed to synthesize it. The reactants are: Br[C:2]1[S:3][C:4]([N+:7]([O-:9])=[O:8])=[CH:5][CH:6]=1.[O:10]1[CH2:15]COC[CH2:11]1.C(=O)([O-])[O-].[Cs+].[Cs+].C1(P(C2C=CC=CC=2)C2C=CC3C(=CC=CC=3)C=2C2C3C(=CC=CC=3)C=CC=2P(C2C=CC=CC=2)C2C=CC=CC=2)C=CC=CC=1.